Task: Predict the product of the given reaction.. Dataset: Forward reaction prediction with 1.9M reactions from USPTO patents (1976-2016) (1) Given the reactants Br[C:2]1[CH:3]=[CH:4][CH:5]=[C:6]2[C:10]=1[NH:9][CH:8]=[CH:7]2.[Li]CCCC.[CH3:16][S:17]SC, predict the reaction product. The product is: [CH3:16][S:17][C:2]1[CH:3]=[CH:4][CH:5]=[C:6]2[C:10]=1[NH:9][CH:8]=[CH:7]2. (2) Given the reactants [C:1]([C:3]1[C:8]2[S:9][CH:10]=[CH:11][C:7]=2[C:6]([NH:12][C@H:13]([C@H:27]([OH:29])[CH3:28])[C:14]([NH:16][NH:17][C:18](=[O:26])[C:19]2[CH:24]=[CH:23][C:22]([F:25])=[CH:21][CH:20]=2)=O)=[CH:5][CH:4]=1)#[N:2].CCN(P1(N(C)CCCN1C)=NC(C)(C)C)CC.CO, predict the reaction product. The product is: [F:25][C:22]1[CH:21]=[CH:20][C:19]([C:18]2[O:26][C:14]([C@H:13]([NH:12][C:6]3[C:7]4[CH:11]=[CH:10][S:9][C:8]=4[C:3]([C:1]#[N:2])=[CH:4][CH:5]=3)[C@H:27]([OH:29])[CH3:28])=[N:16][N:17]=2)=[CH:24][CH:23]=1.[S:9]1[CH:10]=[CH:11][C:7]2[CH:6]=[CH:5][CH:4]=[C:3]([C:1]#[N:2])[C:8]1=2.